Dataset: Merck oncology drug combination screen with 23,052 pairs across 39 cell lines. Task: Regression. Given two drug SMILES strings and cell line genomic features, predict the synergy score measuring deviation from expected non-interaction effect. Drug 1: CN(C)C(=N)N=C(N)N. Drug 2: CC1(c2nc3c(C(N)=O)cccc3[nH]2)CCCN1. Cell line: EFM192B. Synergy scores: synergy=5.07.